This data is from Catalyst prediction with 721,799 reactions and 888 catalyst types from USPTO. The task is: Predict which catalyst facilitates the given reaction. (1) Reactant: Br[C:2]1[CH:3]=[C:4]([OH:9])[CH:5]=[N:6][C:7]=1[Cl:8].[CH3:10][C:11]1[C:19]2[C:14](=[CH:15][CH:16]=[C:17](B3OC(C)(C)C(C)(C)O3)[CH:18]=2)[NH:13][N:12]=1.C([O-])([O-])=O.[Na+].[Na+]. Product: [Cl:8][C:7]1[N:6]=[CH:5][C:4]([OH:9])=[CH:3][C:2]=1[C:17]1[CH:18]=[C:19]2[C:14](=[CH:15][CH:16]=1)[NH:13][N:12]=[C:11]2[CH3:10]. The catalyst class is: 276. (2) Reactant: Cl[C:2]1[C:11]2=[N:12][N:13](CC3C=CC(OC)=CC=3)[CH:14]=[C:10]2[C:9]2[CH:8]=[C:7]([O:24][CH3:25])[CH:6]=[CH:5][C:4]=2[N:3]=1.[NH2:26][C:27]1[CH:28]=[C:29]([OH:33])[CH:30]=[CH:31][CH:32]=1.Cl. Product: [CH3:25][O:24][C:7]1[CH:6]=[CH:5][C:4]2[N:3]=[C:2]([NH:26][C:27]3[CH:28]=[C:29]([OH:33])[CH:30]=[CH:31][CH:32]=3)[C:11]3[NH:12][N:13]=[CH:14][C:10]=3[C:9]=2[CH:8]=1. The catalyst class is: 71. (3) Reactant: C([O:3][C:4]([C:6]1[CH:10]=[C:9]([C:11]2[CH:16]=[CH:15][CH:14]=[CH:13][C:12]=2[OH:17])[N:8]([CH3:18])[N:7]=1)=[O:5])C.CO.O[Li].O.Cl. Product: [OH:17][C:12]1[CH:13]=[CH:14][CH:15]=[CH:16][C:11]=1[C:9]1[N:8]([CH3:18])[N:7]=[C:6]([C:4]([OH:5])=[O:3])[CH:10]=1. The catalyst class is: 20. (4) Reactant: [Cl:1][C:2]1[CH:10]=[C:9]([N:11]2[CH2:15][CH2:14][CH2:13][S:12]2(=[O:17])=[O:16])[CH:8]=[CH:7][C:3]=1[C:4]([OH:6])=O.[NH2:18][C:19]1[CH:20]=[CH:21][C:22]([Cl:34])=[C:23]([NH:25][C:26](=[O:33])[C:27]2[CH:32]=[CH:31][CH:30]=[N:29][CH:28]=2)[CH:24]=1.CN(C(ON1N=NC2C=CC=NC1=2)=[N+](C)C)C.F[P-](F)(F)(F)(F)F.CCN(C(C)C)C(C)C. Product: [Cl:34][C:22]1[CH:21]=[CH:20][C:19]([NH:18][C:4](=[O:6])[C:3]2[CH:7]=[CH:8][C:9]([N:11]3[CH2:15][CH2:14][CH2:13][S:12]3(=[O:17])=[O:16])=[CH:10][C:2]=2[Cl:1])=[CH:24][C:23]=1[NH:25][C:26](=[O:33])[C:27]1[CH:32]=[CH:31][CH:30]=[N:29][CH:28]=1. The catalyst class is: 31. (5) Reactant: [Cl:1][C:2]1[C:7]2[NH:8][C:9](=[O:12])[CH2:10][O:11][C:6]=2[CH:5]=[CH:4][C:3]=1B1OC(C)(C)C(C)(C)O1.Br[C:23]1[C:24]([CH3:36])=[N:25][N:26]([CH3:35])[C:27]=1[C:28]1[CH:33]=[CH:32][C:31]([F:34])=[CH:30][CH:29]=1.C1(P(C2CCCCC2)C2C=CC=CC=2C2C(C(C)C)=CC(C(C)C)=CC=2C(C)C)CCCCC1.[O-]P([O-])([O-])=O.[K+].[K+].[K+]. Product: [Cl:1][C:2]1[C:7]2[NH:8][C:9](=[O:12])[CH2:10][O:11][C:6]=2[CH:5]=[CH:4][C:3]=1[C:23]1[C:24]([CH3:36])=[N:25][N:26]([CH3:35])[C:27]=1[C:28]1[CH:33]=[CH:32][C:31]([F:34])=[CH:30][CH:29]=1. The catalyst class is: 57. (6) Reactant: [CH3:1][N:2]1[C:23](=[O:24])[C:6]2[NH:7][CH:8]=[C:9]3[CH2:10][NH:11][C:12]4[CH:17]=[CH:16][C:15]([CH2:18][S:19]([CH3:22])(=[O:21])=[O:20])=[CH:14][C:13]=4[C:4]([C:5]=23)=[CH:3]1.[N:25]1[CH:30]=[CH:29][CH:28]=[CH:27][C:26]=1[CH:31]=O.C(O)(=O)C.[Na].C(=O)(O)[O-]. Product: [CH3:1][N:2]1[C:23](=[O:24])[C:6]2[NH:7][CH:8]=[C:9]3[CH2:10][N:11]([CH2:31][C:26]4[CH:27]=[CH:28][CH:29]=[CH:30][N:25]=4)[C:12]4[CH:17]=[CH:16][C:15]([CH2:18][S:19]([CH3:22])(=[O:21])=[O:20])=[CH:14][C:13]=4[C:4]([C:5]=23)=[CH:3]1. The catalyst class is: 4. (7) Reactant: [F:1][C:2]1[CH:7]=[CH:6][C:5]([C:8]2[N:9]=[C:10]3[N:15]([CH:16]=2)[CH2:14][CH2:13][O:12][CH2:11]3)=[CH:4][CH:3]=1.C1C(=O)N([Br:24])C(=O)C1. Product: [Br:24][C:16]1[N:15]2[C:10]([CH2:11][O:12][CH2:13][CH2:14]2)=[N:9][C:8]=1[C:5]1[CH:4]=[CH:3][C:2]([F:1])=[CH:7][CH:6]=1. The catalyst class is: 2.